Task: Predict the reactants needed to synthesize the given product.. Dataset: Full USPTO retrosynthesis dataset with 1.9M reactions from patents (1976-2016) (1) Given the product [C:1]1([S:11]([N:16]2[CH2:21][CH2:20][CH2:19][CH2:18][CH:17]2[CH2:22][CH2:23][CH2:24][C:25]([O:27][CH3:28])=[O:26])(=[O:13])=[O:12])[C:10]2[C:5](=[CH:6][CH:7]=[CH:8][CH:9]=2)[CH:4]=[CH:3][CH:2]=1, predict the reactants needed to synthesize it. The reactants are: [C:1]1([S:11](Cl)(=[O:13])=[O:12])[C:10]2[C:5](=[CH:6][CH:7]=[CH:8][CH:9]=2)[CH:4]=[CH:3][CH:2]=1.Cl.[NH:16]1[CH2:21][CH2:20][CH2:19][CH2:18][CH:17]1[CH2:22][CH2:23][CH2:24][C:25]([O:27][CH3:28])=[O:26].C(N(C(C)C)C(C)C)C.Cl.[Na+].[Cl-]. (2) Given the product [CH2:1]([C:5]1([CH2:29][CH2:28][C:30](=[O:31])[CH2:32][CH3:33])[CH2:13][C:12]2[C:7](=[CH:8][CH:9]=[C:10]([O:14][CH3:15])[CH:11]=2)[C:6]1=[O:16])[CH2:2][CH2:3][CH3:4], predict the reactants needed to synthesize it. The reactants are: [CH2:1]([CH:5]1[CH2:13][C:12]2[C:7](=[CH:8][CH:9]=[C:10]([O:14][CH3:15])[CH:11]=2)[C:6]1=[O:16])[CH2:2][CH2:3][CH3:4].N12CCCN=C1CCCCC2.[CH:28]([C:30]([CH2:32][CH3:33])=[O:31])=[CH2:29].